This data is from Forward reaction prediction with 1.9M reactions from USPTO patents (1976-2016). The task is: Predict the product of the given reaction. (1) Given the reactants CC(OC([NH:8][CH:9]1[CH2:14][CH2:13][N:12]([C:15]([O:17][CH2:18][C:19]2[CH:24]=[CH:23][CH:22]=[CH:21][CH:20]=2)=[O:16])[CH2:11][CH2:10]1)=O)(C)C.FC(F)(F)C(O)=O, predict the reaction product. The product is: [NH2:8][CH:9]1[CH2:10][CH2:11][N:12]([C:15]([O:17][CH2:18][C:19]2[CH:24]=[CH:23][CH:22]=[CH:21][CH:20]=2)=[O:16])[CH2:13][CH2:14]1. (2) Given the reactants [C:1]1([C:28]2[CH:33]=[CH:32][CH:31]=[CH:30][CH:29]=2)[CH:6]=[CH:5][C:4]([C@@H:7]2[CH2:9][C@H:8]2[N:10]([CH2:18][C:19]([N:21]2[CH2:26][CH2:25][N:24]([CH3:27])[CH2:23][CH2:22]2)=[O:20])C(=O)OC(C)(C)C)=[CH:3][CH:2]=1.O(CC)CC.Cl, predict the reaction product. The product is: [C:1]1([C:28]2[CH:33]=[CH:32][CH:31]=[CH:30][CH:29]=2)[CH:2]=[CH:3][C:4]([C@@H:7]2[CH2:9][C@H:8]2[NH:10][CH2:18][C:19]([N:21]2[CH2:26][CH2:25][N:24]([CH3:27])[CH2:23][CH2:22]2)=[O:20])=[CH:5][CH:6]=1. (3) The product is: [C:13]([O:17][C:18](=[O:27])[NH:19][C:20]1[CH:21]=[CH:22][C:23]([O:26][C:2]2[CH:9]=[CH:8][C:5]([CH:6]=[O:7])=[CH:4][C:3]=2[N+:10]([O-:12])=[O:11])=[CH:24][CH:25]=1)([CH3:16])([CH3:14])[CH3:15]. Given the reactants Cl[C:2]1[CH:9]=[CH:8][C:5]([CH:6]=[O:7])=[CH:4][C:3]=1[N+:10]([O-:12])=[O:11].[C:13]([O:17][C:18](=[O:27])[NH:19][C:20]1[CH:25]=[CH:24][C:23]([OH:26])=[CH:22][CH:21]=1)([CH3:16])([CH3:15])[CH3:14].[OH-].[K+], predict the reaction product. (4) Given the reactants [CH3:1][O:2][C:3]1[C:8]([O:9][CH3:10])=[CH:7][C:6]([C:11]#[C:12][Si](C)(C)C)=[CH:5][N:4]=1.[OH-].[Na+], predict the reaction product. The product is: [C:11]([C:6]1[CH:7]=[C:8]([O:9][CH3:10])[C:3]([O:2][CH3:1])=[N:4][CH:5]=1)#[CH:12]. (5) Given the reactants [Cl:1][C:2]1[CH:3]=[C:4]([C:16]([NH:18][C@H:19]([C:21]2[CH:29]=[CH:28][C:24]([C:25]([OH:27])=[O:26])=[CH:23][CH:22]=2)[CH3:20])=[O:17])[C:5](OC2C=CC=C(F)C=2)=[N:6][CH:7]=1.[Cl:30][C:31]1[CH:36]=[CH:35][C:34]([Cl:37])=[CH:33][C:32]=1[OH:38], predict the reaction product. The product is: [Cl:1][C:2]1[CH:3]=[C:4]([C:16]([NH:18][C@H:19]([C:21]2[CH:29]=[CH:28][C:24]([C:25]([OH:27])=[O:26])=[CH:23][CH:22]=2)[CH3:20])=[O:17])[C:5]([O:38][C:32]2[CH:33]=[C:34]([Cl:37])[CH:35]=[CH:36][C:31]=2[Cl:30])=[N:6][CH:7]=1. (6) Given the reactants Cl.[CH2:2]([O:4][C:5]([C:7]1[CH:8]=[C:9]2[C:14](=[CH:15][CH:16]=1)[CH2:13][NH:12][CH2:11][CH2:10]2)=[O:6])[CH3:3].Cl[CH:18]1[CH2:23][N:22]([CH:24]2[CH2:27][CH2:26][CH2:25]2)[CH2:21][CH2:20][NH:19]1.[C:28](N)(=[O:30])[CH3:29].C([O-])([O-])=O.[K+].[K+].[Na+].[I-], predict the reaction product. The product is: [CH2:2]([O:4][C:5]([C:7]1[CH:8]=[C:9]2[C:14](=[CH:15][CH:16]=1)[CH2:13][N:12]([CH2:29][C:28]([N:19]1[CH2:20][CH2:21][N:22]([CH:24]3[CH2:27][CH2:26][CH2:25]3)[CH2:23][CH2:18]1)=[O:30])[CH2:11][CH2:10]2)=[O:6])[CH3:3]. (7) Given the reactants [H-].[H-].[H-].[H-].[Al+3].[Li+].[CH2:7]([C@@H:9]([C:17]1[CH:22]=[CH:21][CH:20]=[C:19]([O:23][CH2:24][C:25]2[CH:30]=[CH:29][CH:28]=[CH:27][CH:26]=2)[CH:18]=1)[C@@H:10]([CH3:16])[C:11]([N:13]([CH3:15])[CH3:14])=O)[CH3:8], predict the reaction product. The product is: [CH2:7]([C@@H:9]([C:17]1[CH:22]=[CH:21][CH:20]=[C:19]([O:23][CH2:24][C:25]2[CH:30]=[CH:29][CH:28]=[CH:27][CH:26]=2)[CH:18]=1)[C@@H:10]([CH3:16])[CH2:11][N:13]([CH3:15])[CH3:14])[CH3:8].